From a dataset of Forward reaction prediction with 1.9M reactions from USPTO patents (1976-2016). Predict the product of the given reaction. (1) Given the reactants [CH3:1][Si:2]([CH3:17])([CH3:16])[C@@H:3]1[C@H:5]([C:6]2[CH:15]=[CH:14][C:13]3[C:8](=[CH:9][CH:10]=[CH:11][CH:12]=3)[CH:7]=2)[O:4]1.[CH2:18]([Li])CCC.CI, predict the reaction product. The product is: [CH3:1][Si:2]([CH3:17])([CH3:16])[C@@H:3]1[C@:5]([CH3:18])([C:6]2[CH:15]=[CH:14][C:13]3[C:8](=[CH:9][CH:10]=[CH:11][CH:12]=3)[CH:7]=2)[O:4]1. (2) Given the reactants [CH3:1][O:2][C:3](=[O:21])[C:4]1[CH:9]=[CH:8][C:7]([NH:10][CH2:11][CH:12]2[CH2:17][CH2:16][CH2:15][CH2:14][CH2:13]2)=[C:6]([N+:18]([O-])=O)[CH:5]=1, predict the reaction product. The product is: [CH3:1][O:2][C:3](=[O:21])[C:4]1[CH:9]=[CH:8][C:7]([NH:10][CH2:11][CH:12]2[CH2:13][CH2:14][CH2:15][CH2:16][CH2:17]2)=[C:6]([NH2:18])[CH:5]=1.